From a dataset of Catalyst prediction with 721,799 reactions and 888 catalyst types from USPTO. Predict which catalyst facilitates the given reaction. (1) Reactant: [I:1][C:2]1[CH:3]=[CH:4][CH:5]=[C:6]([OH:8])[CH:7]=1.IC1C=[C:12](C=CC=1)[O:13][C:14]1[CH:19]=[CH:18][C:17]([N+:20]([O-])=O)=[CH:16][C:15]=1OC.[Cl:28][C:29]1[CH:30]=[C:31]([CH:44]=[C:45]([I:47])[CH:46]=1)[O:32][C:33]1[CH:38]=[CH:37][C:36]([N+:39]([O-])=O)=[CH:35][C:34]=1[O:42][CH3:43].[NH4+].[Cl-]. Product: [I:1][C:2]1[CH:7]=[C:6]([CH:5]=[CH:4][CH:3]=1)[O:8][C:15]1[CH:16]=[C:17]([CH:18]=[CH:19][C:14]=1[O:13][CH3:12])[NH2:20].[Cl:28][C:29]1[CH:30]=[C:31]([CH:44]=[C:45]([I:47])[CH:46]=1)[O:32][C:33]1[CH:38]=[CH:37][C:36]([NH2:39])=[CH:35][C:34]=1[O:42][CH3:43]. The catalyst class is: 447. (2) Reactant: [F:1][C:2]1[CH:7]=[CH:6][C:5](/[C:8](=[CH:11]/[C:12]2[CH:17]=[CH:16][CH:15]=[CH:14][CH:13]=2)/[C:9]#[N:10])=[CH:4][C:3]=1[O:18][CH3:19].[BH4-].[Na+].C(O)(=O)CC(CC(O)=O)(C(O)=O)O. Product: [F:1][C:2]1[CH:7]=[CH:6][C:5]([CH:8]([CH2:11][C:12]2[CH:13]=[CH:14][CH:15]=[CH:16][CH:17]=2)[C:9]#[N:10])=[CH:4][C:3]=1[O:18][CH3:19]. The catalyst class is: 14. (3) Reactant: [Cl:1][C:2]1[N:3]=[C:4]([N:11]2[CH2:16][CH2:15][O:14][CH2:13][CH2:12]2)[C:5]2[CH:10]=[CH:9][S:8][C:6]=2[N:7]=1.[Li]CCCC.[CH3:22][C:23]([CH3:25])=[O:24]. Product: [Cl:1][C:2]1[N:3]=[C:4]([N:11]2[CH2:16][CH2:15][O:14][CH2:13][CH2:12]2)[C:5]2[CH:10]=[C:9]([C:23]([OH:24])([CH3:25])[CH3:22])[S:8][C:6]=2[N:7]=1. The catalyst class is: 1. (4) Product: [CH2:1]([O:3][C:4]([C:5]1[NH:18][CH:9]([C:10]2[CH:15]=[CH:14][C:13]([Cl:16])=[CH:12][CH:11]=2)[CH2:8][C:7](=[O:17])[CH:6]=1)=[O:19])[CH3:2]. Reactant: [CH2:1]([O:3][C:4](=[O:19])/[C:5](/[NH2:18])=[CH:6]/[C:7](=[O:17])/[CH:8]=[CH:9]/[C:10]1[CH:15]=[CH:14][C:13]([Cl:16])=[CH:12][CH:11]=1)[CH3:2]. The catalyst class is: 12.